Dataset: Peptide-MHC class I binding affinity with 185,985 pairs from IEDB/IMGT. Task: Regression. Given a peptide amino acid sequence and an MHC pseudo amino acid sequence, predict their binding affinity value. This is MHC class I binding data. (1) The peptide sequence is MPAYIRNTL. The MHC is HLA-A31:01 with pseudo-sequence HLA-A31:01. The binding affinity (normalized) is 0.0847. (2) The peptide sequence is NDSILSHNF. The MHC is HLA-B44:03 with pseudo-sequence HLA-B44:03. The binding affinity (normalized) is 0.136. (3) The peptide sequence is MRMLWMANY. The MHC is HLA-B18:01 with pseudo-sequence HLA-B18:01. The binding affinity (normalized) is 0.213. (4) The peptide sequence is NIREGTHVL. The MHC is HLA-A02:02 with pseudo-sequence HLA-A02:02. The binding affinity (normalized) is 0.252. (5) The peptide sequence is WMCDRAVDL. The MHC is HLA-E01:03 with pseudo-sequence HLA-E01:03. The binding affinity (normalized) is 0.